Dataset: Reaction yield outcomes from USPTO patents with 853,638 reactions. Task: Predict the reaction yield, written as a fraction of the theoretical maximum amount of product (1.0 means a 100% yield; for example, 0.34 means a 34% yield). (1) The reactants are Br[C:2]1[C:3]([Cl:20])=[C:4]([C:13]([S:16]([CH3:19])(=[O:18])=[O:17])=[CH:14][CH:15]=1)[O:5][CH2:6][CH2:7][CH:8]1[O:12][CH2:11][CH2:10][O:9]1.C1(P(C2C=CC=CC=2)C2C=CC=CC=2)C=CC=CC=1.C([O-])(=O)C.[Na+].[O:45]1[CH2:50]CC[O:47][CH2:46]1.[C]=O. The catalyst is C([O-])(=O)C.[Pd+2].C([O-])(=O)C.CO. The product is [O:9]1[CH2:10][CH2:11][O:12][CH:8]1[CH2:7][CH2:6][O:5][C:4]1[C:3]([Cl:20])=[C:2]([CH:15]=[CH:14][C:13]=1[S:16]([CH3:19])(=[O:18])=[O:17])[C:46]([O:45][CH3:50])=[O:47]. The yield is 0.811. (2) The reactants are C([O:4][C:5](=[O:52])[C@H:6]([CH2:25][C:26]1[CH:31]=[CH:30][C:29]([O:32][P:33]([CH2:42][C:43]2[CH:48]=[CH:47][CH:46]=[CH:45][CH:44]=2)([CH2:35][C:36]2[CH:41]=[CH:40][CH:39]=[CH:38][CH:37]=2)=[O:34])=[C:28]([N:49]=[N+:50]=[N-:51])[CH:27]=1)[NH:7][C:8]([O:10][CH2:11][CH:12]1[C:24]2[C:19](=[CH:20][CH:21]=[CH:22][CH:23]=2)[C:18]2[C:13]1=[CH:14][CH:15]=[CH:16][CH:17]=2)=[O:9])C=C.CNC1C=CC=CC=1.CCOC(C)=O.OS([O-])(=O)=O.[K+]. The catalyst is C1COCC1. The product is [C:8]([NH:7][C@H:6]([C:5]([OH:52])=[O:4])[CH2:25][C:26]1[CH:31]=[CH:30][C:29]([O:32][P:33]([CH2:35][C:36]2[CH:41]=[CH:40][CH:39]=[CH:38][CH:37]=2)([CH2:42][C:43]2[CH:44]=[CH:45][CH:46]=[CH:47][CH:48]=2)=[O:34])=[C:28]([N:49]=[N+:50]=[N-:51])[CH:27]=1)([O:10][CH2:11][CH:12]1[C:24]2[C:19](=[CH:20][CH:21]=[CH:22][CH:23]=2)[C:18]2[C:13]1=[CH:14][CH:15]=[CH:16][CH:17]=2)=[O:9]. The yield is 0.420. (3) The reactants are [H-].[Na+].[CH3:3][CH:4]([CH2:6][CH2:7][CH2:8][C@H:9]([C@@H:11]1[C@:29]2([CH3:30])[C@H:14]([C@H:15]3[C@H:26]([CH2:27][CH2:28]2)[C@:24]2([CH3:25])[C:18]([CH2:19][C@H:20]([CH2:22][CH2:23]2)[OH:21])=[CH:17][CH2:16]3)[CH2:13][CH2:12]1)[CH3:10])[CH3:5].Br[CH2:32][C:33]([O:35][C:36]([CH3:39])([CH3:38])[CH3:37])=[O:34].O. The catalyst is O1CCCC1.C(OCC)C. The product is [CH3:5][CH:4]([CH2:6][CH2:7][CH2:8][C@H:9]([C@@H:11]1[C@:29]2([CH3:30])[C@H:14]([C@H:15]3[C@H:26]([CH2:27][CH2:28]2)[C@:24]2([CH3:25])[C:18]([CH2:19][C@@H:20]([O:21][CH2:32][C:33]([O:35][C:36]([CH3:39])([CH3:38])[CH3:37])=[O:34])[CH2:22][CH2:23]2)=[CH:17][CH2:16]3)[CH2:13][CH2:12]1)[CH3:10])[CH3:3]. The yield is 0.260.